This data is from Catalyst prediction with 721,799 reactions and 888 catalyst types from USPTO. The task is: Predict which catalyst facilitates the given reaction. (1) Reactant: [CH:1]12[CH2:8][CH:5]([CH2:6][CH2:7]1)[C:4](=[O:9])[CH2:3][C:2]2=[O:10].[F:11][C:12]([F:23])([F:22])[C:13]1[CH:14]=[C:15]([N:19]=[C:20]=[O:21])[CH:16]=[CH:17][CH:18]=1.[H-].[Na+].Cl. The catalyst class is: 35. Product: [F:11][C:12]([F:22])([F:23])[C:13]1[CH:14]=[C:15]([NH:19][C:20]([CH:3]2[C:4](=[O:9])[CH:5]3[CH2:8][CH:1]([CH2:7][CH2:6]3)[C:2]2=[O:10])=[O:21])[CH:16]=[CH:17][CH:18]=1. (2) Product: [CH:11]([C:13]1[CH:20]=[CH:19][C:16]([CH2:17][NH:3][CH2:2][CH2:1][NH:4][CH2:17][C:16]2[CH:19]=[CH:20][C:13]([CH:11]=[CH2:12])=[CH:14][CH:15]=2)=[CH:15][CH:14]=1)=[CH2:12]. Reactant: [CH2:1]([NH2:4])[CH2:2][NH2:3].C(=O)([O-])[O-].[K+].[K+].[CH:11]([C:13]1[CH:20]=[CH:19][C:16]([CH2:17]Cl)=[CH:15][CH:14]=1)=[CH2:12]. The catalyst class is: 22. (3) Reactant: [Cl:1][C:2]1[C:7]([F:8])=[CH:6][CH:5]=[C:4]([Cl:9])[C:3]=1[C@H:10]([C:12]1[C:20]2[C:15](=[N:16][CH:17]=[C:18]([C:21]3[CH2:22][NH:23][CH2:24][CH2:25][CH:26]=3)[CH:19]=2)[NH:14][CH:13]=1)[CH3:11].[Si]([N:31]=[C:32]=[O:33])(C)(C)C.CO. Product: [Cl:1][C:2]1[C:7]([F:8])=[CH:6][CH:5]=[C:4]([Cl:9])[C:3]=1[C@H:10]([C:12]1[C:20]2[C:15](=[N:16][CH:17]=[C:18]([C:21]3[CH2:22][N:23]([C:32]([NH2:31])=[O:33])[CH2:24][CH2:25][CH:26]=3)[CH:19]=2)[NH:14][CH:13]=1)[CH3:11]. The catalyst class is: 2. (4) Reactant: [C:1]1([C@@H:7]([NH:9][CH:10]2[CH2:19][CH2:18][C:13]3([O:17][CH2:16][CH2:15][O:14]3)[CH2:12][CH2:11]2)[CH3:8])[CH:6]=[CH:5][CH:4]=[CH:3][CH:2]=1.N1C=CC=CC=1.[F:26][C:27]([F:38])([F:37])[C:28](O[C:28](=[O:29])[C:27]([F:38])([F:37])[F:26])=[O:29]. Product: [C:1]1([C@@H:7]([N:9]([CH:10]2[CH2:19][CH2:18][C:13]3([O:14][CH2:15][CH2:16][O:17]3)[CH2:12][CH2:11]2)[C:28](=[O:29])[C:27]([F:38])([F:37])[F:26])[CH3:8])[CH:6]=[CH:5][CH:4]=[CH:3][CH:2]=1. The catalyst class is: 4. (5) Reactant: Cl.N.C(OC([NH:10][C:11]1[CH:16]=[CH:15][C:14]([C:17]2[S:18][CH:19]=[CH:20][CH:21]=2)=[CH:13][C:12]=1[NH:22][C:23](=[O:35])/[CH:24]=[CH:25]/[C:26]1[CH:27]=[C:28]([CH:32]=[CH:33][CH:34]=1)[C:29](O)=[O:30])=O)(C)(C)C.C[N:37](C(ON1N=NC2C=CC=NC1=2)=[N+](C)C)C.F[P-](F)(F)(F)(F)F.C1C=CC2N(O)N=NC=2C=1.CCN(C(C)C)C(C)C. Product: [NH2:10][C:11]1[CH:16]=[CH:15][C:14]([C:17]2[S:18][CH:19]=[CH:20][CH:21]=2)=[CH:13][C:12]=1[NH:22][C:23](=[O:35])/[CH:24]=[CH:25]/[C:26]1[CH:27]=[C:28]([CH:32]=[CH:33][CH:34]=1)[C:29]([NH2:37])=[O:30]. The catalyst class is: 1. (6) Reactant: CO.[BH4-].[Li+].C[O:6][C:7]([C@@H:9]1[CH:13]=[CH:12][CH2:11][N:10]1[C:14]([O:16][C:17]([CH3:20])([CH3:19])[CH3:18])=[O:15])=O.O. Product: [C:17]([O:16][C:14]([N:10]1[CH2:11][CH:12]=[CH:13][C@H:9]1[CH2:7][OH:6])=[O:15])([CH3:20])([CH3:19])[CH3:18]. The catalyst class is: 7. (7) Reactant: C([O:8][C:9]([N:11]1[CH2:17][CH2:16][CH:15]2[CH:12]1[C:13](=[O:26])[N:14]2[C@@H:18]([C:20]1[CH:25]=[CH:24][CH:23]=[CH:22][CH:21]=1)[CH3:19])=[O:10])C1C=CC=CC=1.[CH3:27][C:28](OC(OC(O[C:28]([CH3:30])([CH3:29])[CH3:27])=O)=O)([CH3:30])[CH3:29]. Product: [C:28]([O:8][C:9]([N:11]1[CH2:17][CH2:16][CH:15]2[CH:12]1[C:13](=[O:26])[N:14]2[C@@H:18]([C:20]1[CH:25]=[CH:24][CH:23]=[CH:22][CH:21]=1)[CH3:19])=[O:10])([CH3:30])([CH3:29])[CH3:27]. The catalyst class is: 29.